Dataset: Reaction yield outcomes from USPTO patents with 853,638 reactions. Task: Predict the reaction yield, written as a fraction of the theoretical maximum amount of product (1.0 means a 100% yield; for example, 0.34 means a 34% yield). (1) The reactants are [CH3:1][O:2][C:3]1[CH:8]=[CH:7][C:6]([C:9]2([C:12]([OH:14])=[O:13])[CH2:11][CH2:10]2)=[CH:5][CH:4]=1.O.[C:16]1(C)C=CC(S(O)(=O)=O)=CC=1. The catalyst is CO. The product is [CH3:16][O:13][C:12]([C:9]1([C:6]2[CH:5]=[CH:4][C:3]([O:2][CH3:1])=[CH:8][CH:7]=2)[CH2:10][CH2:11]1)=[O:14]. The yield is 0.990. (2) The reactants are C[O:2][C:3]([C@H:5]1[C@@H:10]([O:11][CH2:12][O:13][CH3:14])[CH2:9][CH2:8][N:7]([C:15]([O:17][C:18]([CH3:21])([CH3:20])[CH3:19])=[O:16])[CH2:6]1)=O.[H-].[H-].[H-].[H-].[Li+].[Al+3]. The catalyst is CCOCC. The product is [C:18]([O:17][C:15]([N:7]1[CH2:8][CH2:9][C@H:10]([O:11][CH2:12][O:13][CH3:14])[C@H:5]([CH2:3][OH:2])[CH2:6]1)=[O:16])([CH3:21])([CH3:20])[CH3:19]. The yield is 0.930. (3) The reactants are [C:1]([C:5]1[CH:10]=[C:9]([C:11]([F:14])([F:13])[F:12])[C:8]([N+:15]([O-])=O)=[CH:7][C:6]=1[O:18][CH3:19])([CH3:4])([CH3:3])[CH3:2].C([O-])=O.[NH4+]. The catalyst is CCO.[Pd]. The product is [C:1]([C:5]1[CH:10]=[C:9]([C:11]([F:14])([F:12])[F:13])[C:8]([NH2:15])=[CH:7][C:6]=1[O:18][CH3:19])([CH3:4])([CH3:2])[CH3:3]. The yield is 0.950. (4) The reactants are [Cl:1][C:2]1[CH:7]=[CH:6][C:5]([CH:8]([C:15]2[CH:20]=[CH:19][CH:18]=[CH:17][CH:16]=2)[N:9]2[CH2:14][CH2:13][NH:12][CH2:11][CH2:10]2)=[CH:4][CH:3]=1.Cl[CH2:22][CH2:23][O:24][CH2:25][C:26]([NH2:28])=[O:27].C(=O)([O-])[O-].[Na+].[Na+].C. The catalyst is [I-].[K+].C1(C)C=CC=CC=1. The product is [Cl:1][C:2]1[CH:3]=[CH:4][C:5]([CH:8]([C:15]2[CH:16]=[CH:17][CH:18]=[CH:19][CH:20]=2)[N:9]2[CH2:10][CH2:11][N:12]([CH2:22][CH2:23][O:24][CH2:25][C:26]([NH2:28])=[O:27])[CH2:13][CH2:14]2)=[CH:6][CH:7]=1. The yield is 0.796. (5) The reactants are [CH3:1][C:2]1[CH:10]=[CH:9][C:8]([N+:11]([O-:13])=[O:12])=[CH:7][C:3]=1[C:4]([OH:6])=[O:5].S(=O)(=O)(O)O.[CH3:19]O. No catalyst specified. The product is [CH3:1][C:2]1[CH:10]=[CH:9][C:8]([N+:11]([O-:13])=[O:12])=[CH:7][C:3]=1[C:4]([O:6][CH3:19])=[O:5]. The yield is 0.740. (6) The reactants are [C:1]1([CH2:7][CH2:8][C:9]([NH:11][C:12]2[CH:13]=[C:14]([CH:20]=[CH:21][N:22]=2)[C:15]([O:17]CC)=[O:16])=[O:10])[CH:6]=[CH:5][CH:4]=[CH:3][CH:2]=1.[OH-].[Na+].C(O)C.Cl. The catalyst is O1CCCC1. The product is [C:1]1([CH2:7][CH2:8][C:9]([NH:11][C:12]2[CH:13]=[C:14]([CH:20]=[CH:21][N:22]=2)[C:15]([OH:17])=[O:16])=[O:10])[CH:2]=[CH:3][CH:4]=[CH:5][CH:6]=1. The yield is 1.00. (7) The reactants are CC1(C)[O:6][C:5](=[CH:7][C:8]([N:10]([CH2:21][C:22]2[CH:27]=[CH:26][C:25]([F:28])=[CH:24][CH:23]=2)[O:11][CH2:12][CH2:13][CH2:14][N:15]2[CH2:20][CH2:19][O:18][CH2:17][CH2:16]2)=[O:9])[C:4](=[O:29])O1.[CH2:31]=O.[NH2:33][CH2:34][CH2:35][N:36]1[CH2:41][CH2:40][O:39][CH2:38][CH2:37]1. The catalyst is CO. The product is [F:28][C:25]1[CH:24]=[CH:23][C:22]([CH2:21][N:10]([O:11][CH2:12][CH2:13][CH2:14][N:15]2[CH2:16][CH2:17][O:18][CH2:19][CH2:20]2)[C:8]([C:7]2[CH2:31][N:33]([CH2:34][CH2:35][N:36]3[CH2:41][CH2:40][O:39][CH2:38][CH2:37]3)[C:4](=[O:29])[C:5]=2[OH:6])=[O:9])=[CH:27][CH:26]=1. The yield is 0.200. (8) The catalyst is C1COCC1. The yield is 0.920. The reactants are [CH:1]1([CH2:7][C:8]2[S:9][C:10]3[CH:16]=[C:15]([C:17]#[N:18])[CH:14]=[CH:13][C:11]=3[N:12]=2)[CH2:6][CH2:5][CH2:4][CH2:3][CH2:2]1.[H-].[Al+3].[Li+].[H-].[H-].[H-]. The product is [NH2:18][CH2:17][C:15]1[CH:14]=[CH:13][C:11]2[N:12]=[C:8]([CH2:7][CH:1]3[CH2:6][CH2:5][CH2:4][CH2:3][CH2:2]3)[S:9][C:10]=2[CH:16]=1. (9) The reactants are [CH2:1]([O:3][C:4]([C:7]1[CH:11]=[C:10]([NH:12][C:13](=[O:21])OC2C=CC=CC=2)[N:9]([C:22]2[CH:27]=[CH:26][CH:25]=[CH:24][CH:23]=2)[N:8]=1)([CH3:6])[CH3:5])[CH3:2].[CH3:28][O:29][C:30]1[CH:31]=[C:32]2[C:37](=[CH:38][C:39]=1[O:40][CH3:41])[N:36]=[CH:35][N:34]=[C:33]2[S:42][C:43]1[CH:44]=[C:45]([CH:47]=[CH:48][CH:49]=1)[NH2:46].C(N(CC)C(C)C)(C)C. The catalyst is C1COCC1. The product is [CH3:28][O:29][C:30]1[CH:31]=[C:32]2[C:37](=[CH:38][C:39]=1[O:40][CH3:41])[N:36]=[CH:35][N:34]=[C:33]2[S:42][C:43]1[CH:44]=[C:45]([NH:46][C:13]([NH:12][C:10]2[N:9]([C:22]3[CH:23]=[CH:24][CH:25]=[CH:26][CH:27]=3)[N:8]=[C:7]([C:4]([O:3][CH2:1][CH3:2])([CH3:5])[CH3:6])[CH:11]=2)=[O:21])[CH:47]=[CH:48][CH:49]=1. The yield is 0.640. (10) The reactants are [NH2:1][C:2]1[C:3]([C:9]([NH:11][CH3:12])=[O:10])=[N:4][C:5](Br)=[CH:6][CH:7]=1.NC1C(C(OCC)=O)=NC([C:20]2[CH:21]=[N:22][N:23]([CH2:25][CH2:26][CH2:27][CH2:28][OH:29])[CH:24]=2)=CC=1. No catalyst specified. The product is [NH2:1][C:2]1[C:3]([C:9]([NH:11][CH3:12])=[O:10])=[N:4][C:5]([C:20]2[CH:21]=[N:22][N:23]([CH2:25][CH2:26][CH2:27][CH2:28][OH:29])[CH:24]=2)=[CH:6][CH:7]=1. The yield is 0.980.